Dataset: Full USPTO retrosynthesis dataset with 1.9M reactions from patents (1976-2016). Task: Predict the reactants needed to synthesize the given product. Given the product [Br:1][C:2]1[C:3]([O:16][CH2:15][CH2:14][O:13][CH3:12])=[N:4][CH:5]=[C:6]([N+:8]([O-:10])=[O:9])[CH:7]=1, predict the reactants needed to synthesize it. The reactants are: [Br:1][C:2]1[C:3](Cl)=[N:4][CH:5]=[C:6]([N+:8]([O-:10])=[O:9])[CH:7]=1.[CH3:12][O:13][CH2:14][CH2:15][OH:16].C(=O)([O-])[O-].[K+].[K+].